Dataset: Forward reaction prediction with 1.9M reactions from USPTO patents (1976-2016). Task: Predict the product of the given reaction. Given the reactants [CH3:1][N:2]([CH3:6])[CH2:3][CH2:4][NH2:5].[I:7][C:8]1[CH:16]=[CH:15][C:11]([C:12](Cl)=[O:13])=[CH:10][CH:9]=1.[OH-].[Na+], predict the reaction product. The product is: [CH3:1][N:2]([CH3:6])[CH2:3][CH2:4][NH:5][C:12](=[O:13])[C:11]1[CH:15]=[CH:16][C:8]([I:7])=[CH:9][CH:10]=1.